This data is from Forward reaction prediction with 1.9M reactions from USPTO patents (1976-2016). The task is: Predict the product of the given reaction. (1) The product is: [CH2:1]([C:8]1[O:9][C:10]([C:13]2[CH:14]=[C:15]3[C:20](=[CH:21][CH:22]=2)[CH:19]=[C:18]([O:23][CH:24]([CH2:29][C:30]2[CH:35]=[CH:34][CH:33]=[CH:32][CH:31]=2)[C:25]([OH:27])=[O:26])[CH:17]=[CH:16]3)=[CH:11][N:12]=1)[C:2]1[CH:3]=[CH:4][CH:5]=[CH:6][CH:7]=1. Given the reactants [CH2:1]([C:8]1[O:9][C:10]([C:13]2[CH:14]=[C:15]3[C:20](=[CH:21][CH:22]=2)[CH:19]=[C:18]([O:23][CH:24]([CH2:29][C:30]2[CH:35]=[CH:34][CH:33]=[CH:32][CH:31]=2)[C:25]([O:27]C)=[O:26])[CH:17]=[CH:16]3)=[CH:11][N:12]=1)[C:2]1[CH:7]=[CH:6][CH:5]=[CH:4][CH:3]=1.[OH-].[Na+].Cl, predict the reaction product. (2) Given the reactants [OH:1][C@@H:2]([CH2:8][CH2:9][I:10])[C:3]([O:5][CH2:6][CH3:7])=[O:4].N1C(C)=CC=CC=1C.FC(F)(F)S(O[Si:25]([CH2:30][CH3:31])([CH2:28][CH3:29])[CH2:26][CH3:27])(=O)=O, predict the reaction product. The product is: [I:10][CH2:9][CH2:8][C@H:2]([O:1][Si:25]([CH2:30][CH3:31])([CH2:28][CH3:29])[CH2:26][CH3:27])[C:3]([O:5][CH2:6][CH3:7])=[O:4]. (3) Given the reactants [Cl:1][C:2]1[C:7]([C:8]2[C:13]([F:14])=[CH:12][C:11]([F:15])=[CH:10][C:9]=2[F:16])=[C:6]([N:17]2[CH2:21][CH2:20][CH2:19][O:18]2)[N:5]=[C:4](S(C)(=O)=O)[N:3]=1.[C-:26]#[N:27].[K+], predict the reaction product. The product is: [Cl:1][C:2]1[C:7]([C:8]2[C:13]([F:14])=[CH:12][C:11]([F:15])=[CH:10][C:9]=2[F:16])=[C:6]([N:17]2[CH2:21][CH2:20][CH2:19][O:18]2)[N:5]=[C:4]([C:26]#[N:27])[N:3]=1. (4) The product is: [CH2:14]([O:13][P:12]([CH2:7][C:6]1[CH:9]=[CH:10][CH:11]=[C:4]([N+:1]([O-:3])=[O:2])[CH:5]=1)(=[O:19])[O:16][CH2:17][CH3:18])[CH3:15]. Given the reactants [N+:1]([C:4]1[CH:5]=[C:6]([CH:9]=[CH:10][CH:11]=1)[CH2:7]Br)([O-:3])=[O:2].[P:12]([O:19]CC)([O:16][CH2:17][CH3:18])[O:13][CH2:14][CH3:15], predict the reaction product. (5) Given the reactants Br[C:2]1[CH:7]=[CH:6][CH:5]=[CH:4][N:3]=1.[Li]CCCC.[N:13]1[CH:18]=[CH:17][CH:16]=[CH:15][C:14]=1[CH:19]=[O:20], predict the reaction product. The product is: [N:3]1[CH:4]=[CH:5][CH:6]=[CH:7][C:2]=1[CH:19]([C:14]1[CH:15]=[CH:16][CH:17]=[CH:18][N:13]=1)[OH:20]. (6) Given the reactants [Br:1][C:2]1[CH:10]=[CH:9][CH:8]=[CH:7][C:3]=1[C:4]([OH:6])=O.C(Cl)(=O)C(Cl)=O.[NH2:17][C:18]1[CH:19]=[C:20]([NH:24][C:25](=[O:29])[CH2:26][CH2:27][CH3:28])[CH:21]=[CH:22][CH:23]=1.N1C=CC=CC=1, predict the reaction product. The product is: [Br:1][C:2]1[CH:10]=[CH:9][CH:8]=[CH:7][C:3]=1[C:4]([NH:17][C:18]1[CH:23]=[CH:22][CH:21]=[C:20]([NH:24][C:25](=[O:29])[CH2:26][CH2:27][CH3:28])[CH:19]=1)=[O:6]. (7) Given the reactants [CH3:1][C:2]([CH3:13])([CH2:5][C:6]1[CH:11]=[CH:10][CH:9]=[C:8]([CH3:12])[CH:7]=1)[CH2:3][OH:4], predict the reaction product. The product is: [CH3:1][C:2]([CH3:13])([CH2:5][CH:6]1[CH2:11][CH2:10][CH2:9][CH:8]([CH3:12])[CH2:7]1)[CH2:3][OH:4]. (8) Given the reactants [F:1][C:2]1[CH:3]=[C:4]([C:10]2[CH2:11][CH2:12][CH2:13][C:14]3[CH:26]=[C:25]([O:27]C)[CH:24]=[CH:23][C:15]=3[C:16]=2[CH2:17][CH2:18][CH2:19][CH2:20][CH2:21][OH:22])[CH:5]=[CH:6][C:7]=1[O:8]C.C[S-].[Na+], predict the reaction product. The product is: [F:1][C:2]1[CH:3]=[C:4]([C:10]2[CH2:11][CH2:12][CH2:13][C:14]3[CH:26]=[C:25]([OH:27])[CH:24]=[CH:23][C:15]=3[C:16]=2[CH2:17][CH2:18][CH2:19][CH2:20][CH2:21][OH:22])[CH:5]=[CH:6][C:7]=1[OH:8]. (9) Given the reactants [NH:1]1[C:9]2[C:4](=[CH:5][CH:6]=[CH:7][CH:8]=2)[C:3]2([C:13]3=[CH:14][C:15]4[O:19][CH2:18][O:17][C:16]=4[CH:20]=[C:12]3[O:11][CH2:10]2)[C:2]1=[O:21].Br[C:23]1[CH:31]=[CH:30][CH:29]=[C:28]2[C:24]=1[C:25]1(C3=CC4OCOC=4C=C3OC1)C(=O)N2.BrCC1CCCCC1.BrCC1OC(C(F)(F)F)=CC=1, predict the reaction product. The product is: [CH:24]1([CH2:25][N:1]2[C:9]3[C:4](=[CH:5][CH:6]=[CH:7][CH:8]=3)[C:3]3([C:13]4=[CH:14][C:15]5[O:19][CH2:18][O:17][C:16]=5[CH:20]=[C:12]4[O:11][CH2:10]3)[C:2]2=[O:21])[CH2:28][CH2:29][CH2:30][CH2:31][CH2:23]1.